Dataset: Catalyst prediction with 721,799 reactions and 888 catalyst types from USPTO. Task: Predict which catalyst facilitates the given reaction. (1) Reactant: [CH2:1]([N:3]([CH2:17][CH3:18])[C:4]1[N:9]=[C:8]([C:10](O)=[O:11])[CH:7]=[C:6]([C:13]([F:16])([F:15])[F:14])[CH:5]=1)[CH3:2].C(Cl)(=O)C([Cl:22])=O. Product: [CH2:1]([N:3]([CH2:17][CH3:18])[C:4]1[N:9]=[C:8]([C:10]([Cl:22])=[O:11])[CH:7]=[C:6]([C:13]([F:16])([F:15])[F:14])[CH:5]=1)[CH3:2]. The catalyst class is: 139. (2) Reactant: [O:1]=[C:2]1[CH:7]=[C:6]([C:8]2[N:9]=[N:10][C:11]([C:14]([F:17])([F:16])[F:15])=[CH:12][CH:13]=2)[CH:5]=[CH:4][N:3]1[C:18]1[CH:23]=[CH:22][C:21]2[C:24]3[CH2:25][N:26](C(OC(C)(C)C)=O)[CH2:27][CH2:28][C:29]=3[O:30][C:20]=2[CH:19]=1.Cl. Product: [CH2:25]1[C:24]2[C:21]3[CH:22]=[CH:23][C:18]([N:3]4[CH:4]=[CH:5][C:6]([C:8]5[N:9]=[N:10][C:11]([C:14]([F:15])([F:17])[F:16])=[CH:12][CH:13]=5)=[CH:7][C:2]4=[O:1])=[CH:19][C:20]=3[O:30][C:29]=2[CH2:28][CH2:27][NH:26]1. The catalyst class is: 275. (3) Reactant: [N+:1]([C:4]1[CH:9]=[CH:8][C:7]([N:10]2[CH2:13][CH:12](OS(C)(=O)=O)[CH2:11]2)=[CH:6][CH:5]=1)([O-:3])=[O:2].[CH2:19]([NH2:26])[C:20]1[CH:25]=[CH:24][CH:23]=[CH:22][CH:21]=1. Product: [CH2:19]([NH:26][CH:12]1[CH2:13][N:10]([C:7]2[CH:8]=[CH:9][C:4]([N+:1]([O-:3])=[O:2])=[CH:5][CH:6]=2)[CH2:11]1)[C:20]1[CH:25]=[CH:24][CH:23]=[CH:22][CH:21]=1. The catalyst class is: 6. (4) Reactant: [C:1]1([S:7]([N:10]2[C:14]3=[N:15][CH:16]=[C:17]([NH:19][C:20](=[O:26])[O:21][C:22]([CH3:25])([CH3:24])[CH3:23])[CH:18]=[C:13]3[CH:12]=[C:11]2[Br:27])(=[O:9])=[O:8])[CH:6]=[CH:5][CH:4]=[CH:3][CH:2]=1.[C:28]([O:32][C:33](O[C:33]([O:32][C:28]([CH3:31])([CH3:30])[CH3:29])=[O:34])=[O:34])([CH3:31])([CH3:30])[CH3:29].C(N(CC)C(C)C)(C)C. Product: [C:1]1([S:7]([N:10]2[C:14]3=[N:15][CH:16]=[C:17]([N:19]([C:33]([O:32][C:28]([CH3:31])([CH3:30])[CH3:29])=[O:34])[C:20](=[O:26])[O:21][C:22]([CH3:23])([CH3:24])[CH3:25])[CH:18]=[C:13]3[CH:12]=[C:11]2[Br:27])(=[O:8])=[O:9])[CH:2]=[CH:3][CH:4]=[CH:5][CH:6]=1. The catalyst class is: 367. (5) Reactant: [CH3:1][C:2]1[CH:3]=[CH:4][C:5]([O:14][CH2:15][C:16]([O:18]C(C)(C)C)=[O:17])=[C:6]([C:8]2[CH:13]=[CH:12][CH:11]=[CH:10][CH:9]=2)[CH:7]=1.FC(F)(F)C(O)=O. Product: [CH3:1][C:2]1[CH:3]=[CH:4][C:5]([O:14][CH2:15][C:16]([OH:18])=[O:17])=[C:6]([C:8]2[CH:13]=[CH:12][CH:11]=[CH:10][CH:9]=2)[CH:7]=1. The catalyst class is: 2. (6) Reactant: [OH:1][C@@:2]1([C:9]#[C:10][C:11]2[CH:12]=[C:13]([N:17]3[C:25]4[CH:24]=[CH:23][N:22]=[C:21]([NH:26][CH3:27])[C:20]=4[C:19]([C:28]([O:30]C)=O)=[N:18]3)[CH:14]=[CH:15][CH:16]=2)[CH2:6][CH2:5][N:4]([CH3:7])[C:3]1=[O:8].[NH3:32]. Product: [OH:1][C@@:2]1([C:9]#[C:10][C:11]2[CH:12]=[C:13]([N:17]3[C:25]4[CH:24]=[CH:23][N:22]=[C:21]([NH:26][CH3:27])[C:20]=4[C:19]([C:28]([NH2:32])=[O:30])=[N:18]3)[CH:14]=[CH:15][CH:16]=2)[CH2:6][CH2:5][N:4]([CH3:7])[C:3]1=[O:8]. The catalyst class is: 5. (7) The catalyst class is: 3. Reactant: [OH:1][C:2]1[CH:7]=[CH:6][C:5]([C:8]2[N:9]=[C:10]([NH:13][C:14]3[CH:15]=[C:16]([S:24]([NH2:27])(=[O:26])=[O:25])[CH:17]=[CH:18][C:19]=3[O:20][CH:21]([CH3:23])[CH3:22])[S:11][CH:12]=2)=[CH:4][CH:3]=1.[H-].[Na+].[F:30][C:31]([F:50])([F:49])[S:32](N(C1C=CC=CC=1)[S:32]([C:31]([F:50])([F:49])[F:30])(=[O:34])=[O:33])(=[O:34])=[O:33]. Product: [F:30][C:31]([F:50])([F:49])[S:32]([O:1][C:2]1[CH:3]=[CH:4][C:5]([C:8]2[N:9]=[C:10]([NH:13][C:14]3[CH:15]=[C:16]([S:24](=[O:26])(=[O:25])[NH2:27])[CH:17]=[CH:18][C:19]=3[O:20][CH:21]([CH3:23])[CH3:22])[S:11][CH:12]=2)=[CH:6][CH:7]=1)(=[O:34])=[O:33].